From a dataset of Catalyst prediction with 721,799 reactions and 888 catalyst types from USPTO. Predict which catalyst facilitates the given reaction. (1) Reactant: C[O-].[Na+].[I-].[Na+].[Cl:6][CH2:7][CH:8]([NH:11][C:12]1[CH:13]=[C:14]2[C:23](=[CH:24][CH:25]=1)[S:22][C:21]1[C:20]([C:26]3[NH:31][C:30](=[O:32])[CH:29]=[C:28]([N:33]4[CH2:38][CH2:37][O:36][CH2:35][CH2:34]4)[CH:27]=3)=[CH:19][CH:18]=[CH:17][C:16]=1[S:15]2)[CH2:9]Cl.CO. Product: [Cl:6][CH2:7][CH:8]1[CH2:9][N:11]1[C:12]1[CH:13]=[C:14]2[C:23](=[CH:24][CH:25]=1)[S:22][C:21]1[C:20]([C:26]3[NH:31][C:30](=[O:32])[CH:29]=[C:28]([N:33]4[CH2:38][CH2:37][O:36][CH2:35][CH2:34]4)[CH:27]=3)=[CH:19][CH:18]=[CH:17][C:16]=1[S:15]2. The catalyst class is: 7. (2) Reactant: Br.[CH3:2][C:3]1[N:4]=[C:5]([CH3:25])[C:6]2[N:7]([CH:9]=[C:10]([C:12]3[C:13](=[O:24])[O:14][C:15]4[C:20]([CH:21]=3)=[CH:19][CH:18]=[C:17]([CH2:22][OH:23])[CH:16]=4)[N:11]=2)[CH:8]=1.C(N(C(C)C)CC)(C)C.[CH3:35][S:36](Cl)(=[O:38])=[O:37]. Product: [CH3:35][S:36]([O:23][CH2:22][C:17]1[CH:16]=[C:15]2[C:20]([CH:21]=[C:12]([C:10]3[N:11]=[C:6]4[C:5]([CH3:25])=[N:4][C:3]([CH3:2])=[CH:8][N:7]4[CH:9]=3)[C:13](=[O:24])[O:14]2)=[CH:19][CH:18]=1)(=[O:38])=[O:37]. The catalyst class is: 2. (3) Reactant: [CH3:1][O:2][C:3]1[CH:25]=[CH:24][C:6]([CH2:7][O:8][C:9]([CH3:23])([CH3:22])[CH2:10][O:11][C:12]2[N:13]=[CH:14][C:15]([C:18]([O:20]C)=[O:19])=[N:16][CH:17]=2)=[CH:5][CH:4]=1.[OH-].[Na+].CO.C1COCC1. Product: [CH3:1][O:2][C:3]1[CH:4]=[CH:5][C:6]([CH2:7][O:8][C:9]([CH3:23])([CH3:22])[CH2:10][O:11][C:12]2[N:13]=[CH:14][C:15]([C:18]([OH:20])=[O:19])=[N:16][CH:17]=2)=[CH:24][CH:25]=1. The catalyst class is: 6. (4) Reactant: [Br:1][C:2]1[C:6]([Cl:7])=[C:5]([CH3:8])[NH:4][C:3]=1[C:9]([NH:11][C@@H:12]1[CH2:17][CH2:16][N:15]([C:18]2[S:19][C:20]([C:29]([O:31]CC)=[O:30])=[C:21]([C:23]3[N:27]([CH3:28])[N:26]=[CH:25][N:24]=3)[N:22]=2)[CH2:14][C@@H:13]1[O:34][CH3:35])=[O:10].[Li+].[OH-]. Product: [Br:1][C:2]1[C:6]([Cl:7])=[C:5]([CH3:8])[NH:4][C:3]=1[C:9]([NH:11][C@@H:12]1[CH2:17][CH2:16][N:15]([C:18]2[S:19][C:20]([C:29]([OH:31])=[O:30])=[C:21]([C:23]3[N:27]([CH3:28])[N:26]=[CH:25][N:24]=3)[N:22]=2)[CH2:14][C@@H:13]1[O:34][CH3:35])=[O:10]. The catalyst class is: 636. (5) Reactant: [CH2:1]([O:8][C:9]1[CH:10]=[C:11]([CH:14]=[C:15]([N+:18]([O-])=O)[C:16]=1[CH3:17])[C:12]#[N:13])[C:2]1[CH:7]=[CH:6][CH:5]=[CH:4][CH:3]=1.C(O)(=O)C. Product: [NH2:18][C:15]1[CH:14]=[C:11]([CH:10]=[C:9]([O:8][CH2:1][C:2]2[CH:7]=[CH:6][CH:5]=[CH:4][CH:3]=2)[C:16]=1[CH3:17])[C:12]#[N:13]. The catalyst class is: 447.